The task is: Predict the product of the given reaction.. This data is from Forward reaction prediction with 1.9M reactions from USPTO patents (1976-2016). (1) Given the reactants [Cl:1][C:2]1[CH:3]=[C:4]2[C:9](=[CH:10][C:11]=1[C:12](O)=[O:13])[N:8]=[CH:7][N:6]=[C:5]2[NH:15][CH:16]([C:18]1[NH:22][C:21]2[CH:23]=[CH:24][C:25]([Cl:27])=[CH:26][C:20]=2[N:19]=1)[CH3:17].FC1C(OC(N(C)C)=[N+](C)C)=C(F)C(F)=C(F)C=1F.F[P-](F)(F)(F)(F)F.C(N(C(C)C)CC)(C)C.[C:63]1([NH:69][CH2:70][C@H:71]2[CH2:75][CH2:74][CH2:73][NH:72]2)[CH:68]=[CH:67][CH:66]=[CH:65][CH:64]=1, predict the reaction product. The product is: [Cl:1][C:2]1[CH:3]=[C:4]2[C:9](=[CH:10][C:11]=1[C:12]([N:72]1[CH2:73][CH2:74][CH2:75][C@@H:71]1[CH2:70][NH:69][C:63]1[CH:68]=[CH:67][CH:66]=[CH:65][CH:64]=1)=[O:13])[N:8]=[CH:7][N:6]=[C:5]2[NH:15][CH:16]([C:18]1[NH:22][C:21]2[CH:23]=[CH:24][C:25]([Cl:27])=[CH:26][C:20]=2[N:19]=1)[CH3:17]. (2) Given the reactants [N+:1]([C:4]1[CH:5]=[CH:6][C:7]([C:10]([N:12]2[CH2:17][CH2:16][CH2:15][CH2:14][CH2:13]2)=[O:11])=[N:8][CH:9]=1)([O-])=O.[H][H], predict the reaction product. The product is: [N:12]1([C:10]([C:7]2[N:8]=[CH:9][C:4]([NH2:1])=[CH:5][CH:6]=2)=[O:11])[CH2:17][CH2:16][CH2:15][CH2:14][CH2:13]1. (3) Given the reactants CC(OI1(OC(C)=O)(OC(C)=O)OC(=O)C2C=CC=CC1=2)=O.[CH2:23]([O:30][C:31]([N:33]1[CH2:39][CH2:38][CH:37]([OH:40])[CH:36]([NH:41][C:42](=[O:44])[CH3:43])[CH2:35][CH2:34]1)=[O:32])[C:24]1[CH:29]=[CH:28][CH:27]=[CH:26][CH:25]=1, predict the reaction product. The product is: [CH2:23]([O:30][C:31]([N:33]1[CH2:39][CH2:38][C:37](=[O:40])[CH:36]([NH:41][C:42](=[O:44])[CH3:43])[CH2:35][CH2:34]1)=[O:32])[C:24]1[CH:25]=[CH:26][CH:27]=[CH:28][CH:29]=1.